This data is from Catalyst prediction with 721,799 reactions and 888 catalyst types from USPTO. The task is: Predict which catalyst facilitates the given reaction. Reactant: CN(C(ON1N=NC2C=CC=CC1=2)=[N+](C)C)C.[B-](F)(F)(F)F.[CH3:23][C:24]1[C:28]([C:29]([OH:31])=O)=[C:27]([CH2:32][C:33](=[O:40])[C:34]2[CH:39]=[CH:38][CH:37]=[CH:36][CH:35]=2)[O:26][N:25]=1.C(N(C(C)C)C(C)C)C.[C:50]([N:53]1[CH2:58][CH2:57][NH:56][CH2:55][CH2:54]1)(=[O:52])[CH3:51]. Product: [C:50]([N:53]1[CH2:58][CH2:57][N:56]([C:29]([C:28]2[C:24]([CH3:23])=[N:25][O:26][C:27]=2[CH2:32][C:33]([C:34]2[CH:39]=[CH:38][CH:37]=[CH:36][CH:35]=2)=[O:40])=[O:31])[CH2:55][CH2:54]1)(=[O:52])[CH3:51]. The catalyst class is: 479.